This data is from Reaction yield outcomes from USPTO patents with 853,638 reactions. The task is: Predict the reaction yield, written as a fraction of the theoretical maximum amount of product (1.0 means a 100% yield; for example, 0.34 means a 34% yield). (1) The reactants are [CH3:1][CH:2]1[CH2:7][CH2:6][CH2:5][CH:4]([N:8]2[CH2:12][CH2:11][CH2:10][CH2:9]2)[CH2:3]1.[CH3:13][I:14]. No catalyst specified. The product is [I-:14].[CH3:13][N+:8]1([CH:4]2[CH2:5][CH2:6][CH2:7][CH:2]([CH3:1])[CH2:3]2)[CH2:12][CH2:11][CH2:10][CH2:9]1. The yield is 0.940. (2) The reactants are [CH:1]1([C:4]2[CH:9]=[C:8]([CH3:10])[C:7]([OH:11])=[C:6]([CH3:12])[CH:5]=2)[CH2:3][CH2:2]1.[H-].[Na+].[Cl:15][C:16]1[N:24]=[C:23]2[C:19]([NH:20][CH:21]=[N:22]2)=[C:18](Cl)[N:17]=1. The catalyst is CN1C=CC=CC1=O. The product is [Cl:15][C:16]1[N:24]=[C:23]2[C:19]([N:20]=[CH:21][NH:22]2)=[C:18]([O:11][C:7]2[C:6]([CH3:12])=[CH:5][C:4]([CH:1]3[CH2:3][CH2:2]3)=[CH:9][C:8]=2[CH3:10])[N:17]=1. The yield is 0.670. (3) The reactants are [F:1][C:2]([F:34])([F:33])[C:3]1[CH:4]=[C:5]([CH:26]=[C:27]([C:29]([F:32])([F:31])[F:30])[CH:28]=1)[CH2:6][NH:7][C:8]([C:10]1([CH2:22][CH:23]2[CH2:25][CH2:24]2)[CH2:14][CH2:13][N:12](C(OC(C)(C)C)=O)[CH2:11]1)=[O:9].C(O)(C(F)(F)F)=O. The catalyst is C(Cl)Cl. The product is [F:33][C:2]([F:1])([F:34])[C:3]1[CH:4]=[C:5]([CH:26]=[C:27]([C:29]([F:32])([F:31])[F:30])[CH:28]=1)[CH2:6][NH:7][C:8]([C:10]1([CH2:22][CH:23]2[CH2:25][CH2:24]2)[CH2:14][CH2:13][NH:12][CH2:11]1)=[O:9]. The yield is 0.900. (4) The reactants are [NH2:1][C:2]1[N:3]=[C:4]([S:10][CH3:11])[S:5][C:6]=1[C:7]([NH2:9])=[O:8].[CH:12](O)=O. The catalyst is O. The product is [CH3:11][S:10][C:4]1[S:5][C:6]2[C:7](=[O:8])[N:9]=[CH:12][NH:1][C:2]=2[N:3]=1. The yield is 0.840.